This data is from NCI-60 drug combinations with 297,098 pairs across 59 cell lines. The task is: Regression. Given two drug SMILES strings and cell line genomic features, predict the synergy score measuring deviation from expected non-interaction effect. (1) Drug 1: C1=CC(=C2C(=C1NCCNCCO)C(=O)C3=C(C=CC(=C3C2=O)O)O)NCCNCCO. Cell line: A498. Synergy scores: CSS=30.8, Synergy_ZIP=1.20, Synergy_Bliss=1.14, Synergy_Loewe=-20.8, Synergy_HSA=0.705. Drug 2: C1=CC(=CC=C1C#N)C(C2=CC=C(C=C2)C#N)N3C=NC=N3. (2) Drug 1: C1=CC(=CC=C1C#N)C(C2=CC=C(C=C2)C#N)N3C=NC=N3. Drug 2: CNC(=O)C1=NC=CC(=C1)OC2=CC=C(C=C2)NC(=O)NC3=CC(=C(C=C3)Cl)C(F)(F)F. Cell line: ACHN. Synergy scores: CSS=-5.70, Synergy_ZIP=4.41, Synergy_Bliss=0.963, Synergy_Loewe=-2.74, Synergy_HSA=-6.18. (3) Drug 1: CS(=O)(=O)C1=CC(=C(C=C1)C(=O)NC2=CC(=C(C=C2)Cl)C3=CC=CC=N3)Cl. Drug 2: CC1=C(C=C(C=C1)NC(=O)C2=CC=C(C=C2)CN3CCN(CC3)C)NC4=NC=CC(=N4)C5=CN=CC=C5. Cell line: OVCAR-8. Synergy scores: CSS=13.1, Synergy_ZIP=1.79, Synergy_Bliss=3.02, Synergy_Loewe=0.171, Synergy_HSA=1.46. (4) Drug 2: C1=NC(=NC(=O)N1C2C(C(C(O2)CO)O)O)N. Cell line: SF-268. Drug 1: CC(CN1CC(=O)NC(=O)C1)N2CC(=O)NC(=O)C2. Synergy scores: CSS=11.0, Synergy_ZIP=-2.83, Synergy_Bliss=3.15, Synergy_Loewe=0.0120, Synergy_HSA=0.834.